From a dataset of Forward reaction prediction with 1.9M reactions from USPTO patents (1976-2016). Predict the product of the given reaction. Given the reactants [Br:1][C:2]1[CH:3]=[C:4]2[C:8](=[CH:9][CH:10]=1)[NH:7][C:6]([CH3:11])=[C:5]2[CH:12]=O.C(#N)[CH:15]([CH2:17][C:18]#[N:19])O.[NH:21]1CCCCC1, predict the reaction product. The product is: [Br:1][C:2]1[CH:3]=[C:4]2[C:8](=[CH:9][CH:10]=1)[NH:7][C:6]([CH3:11])=[C:5]2[CH:12]=[C:17]([C:15]#[N:21])[C:18]#[N:19].